Regression. Given two drug SMILES strings and cell line genomic features, predict the synergy score measuring deviation from expected non-interaction effect. From a dataset of NCI-60 drug combinations with 297,098 pairs across 59 cell lines. Drug 1: CC(CN1CC(=O)NC(=O)C1)N2CC(=O)NC(=O)C2. Drug 2: CC1=C(C(=CC=C1)Cl)NC(=O)C2=CN=C(S2)NC3=CC(=NC(=N3)C)N4CCN(CC4)CCO. Cell line: UACC-257. Synergy scores: CSS=-8.38, Synergy_ZIP=3.40, Synergy_Bliss=0.687, Synergy_Loewe=-3.85, Synergy_HSA=-4.26.